This data is from Experimentally validated miRNA-target interactions with 360,000+ pairs, plus equal number of negative samples. The task is: Binary Classification. Given a miRNA mature sequence and a target amino acid sequence, predict their likelihood of interaction. The miRNA is ath-miR164b-5p with sequence UGGAGAAGCAGGGCACGUGCA. The protein sequence of the target gene is MVTCVPASEQVGCAERDSQVYCEDTGGTEAVRVTDCGSPEDSGPQDEPSYCNSEDSGQLMASYEGKARGYQVPPFGWRICLAHEFAEKRRPFQANNISLSNLVKHLGMGLRYLKWWYRKTHVEKKTPFIDMLNSLPLRQIYGCPLGGIGGGTITRGWRGQFCRWQLNPGMYQHQTVIADQFIVCLRRDGRTVYQQVLSLELPNVLRSWNWGLCGYFAFYHALYPRAWTVYQLPGQNVTLTCRQVTPILPHDYQDSSLPVGVFVWDVENEGDETLDVSITFSMRNGLGGEDDAAGSLWNEP.... Result: 0 (no interaction).